From a dataset of hERG Central: cardiac toxicity at 1µM, 10µM, and general inhibition. Predict hERG channel inhibition at various concentrations. (1) The molecule is O=C(CN1CCN(C(=O)c2ccccc2)CC1)Nc1ccc(Cl)cc1F. Results: hERG_inhib (hERG inhibition (general)): blocker. (2) The molecule is O=C(C1CCN(c2nc3ccc(Br)cc3s2)CC1)N1CCC2(CC1)OCCO2. Results: hERG_inhib (hERG inhibition (general)): blocker. (3) The compound is CCOC(=O)C1(CCCc2ccccc2)CCN(Cc2cnn(C)c2)CC1. Results: hERG_inhib (hERG inhibition (general)): blocker. (4) The molecule is COC(=O)c1ccc2c(c1)C(C)(C)C(/C=C/c1ccc(O)cc1)=[N+]2C.[I-]. Results: hERG_inhib (hERG inhibition (general)): blocker. (5) The molecule is CCn1ccnc1CN1CCCC(C(=O)c2ccc(SC)cc2)C1. Results: hERG_inhib (hERG inhibition (general)): blocker. (6) Results: hERG_inhib (hERG inhibition (general)): blocker. The drug is Cc1cc(C(=O)CSc2cccc[n+]2[O-])c(C)n1-c1ccc(Br)cc1. (7) The molecule is CCOC(=O)C1CCCN(c2c(N3CCN(c4ccccn4)CC3)c(=O)c2=O)C1. Results: hERG_inhib (hERG inhibition (general)): blocker. (8) The compound is O=C(COC(=O)CCNS(=O)(=O)c1ccccc1)Nc1ccc(OC(F)F)cc1. Results: hERG_inhib (hERG inhibition (general)): blocker. (9) The molecule is CS(=O)(=O)c1ccc(Cl)c(NC(=O)c2cc(S(=O)(=O)N3CCOCC3)ccc2N2CCCC2)c1. Results: hERG_inhib (hERG inhibition (general)): blocker.